This data is from NCI-60 drug combinations with 297,098 pairs across 59 cell lines. The task is: Regression. Given two drug SMILES strings and cell line genomic features, predict the synergy score measuring deviation from expected non-interaction effect. (1) Drug 1: CC1CCC2CC(C(=CC=CC=CC(CC(C(=O)C(C(C(=CC(C(=O)CC(OC(=O)C3CCCCN3C(=O)C(=O)C1(O2)O)C(C)CC4CCC(C(C4)OC)OCCO)C)C)O)OC)C)C)C)OC. Drug 2: CCN(CC)CCNC(=O)C1=C(NC(=C1C)C=C2C3=C(C=CC(=C3)F)NC2=O)C. Cell line: PC-3. Synergy scores: CSS=7.34, Synergy_ZIP=-3.24, Synergy_Bliss=-0.855, Synergy_Loewe=0.769, Synergy_HSA=0.428. (2) Drug 1: C1CC(=O)NC(=O)C1N2CC3=C(C2=O)C=CC=C3N. Drug 2: CC1=C2C(C(=O)C3(C(CC4C(C3C(C(C2(C)C)(CC1OC(=O)C(C(C5=CC=CC=C5)NC(=O)C6=CC=CC=C6)O)O)OC(=O)C7=CC=CC=C7)(CO4)OC(=O)C)O)C)OC(=O)C. Cell line: CAKI-1. Synergy scores: CSS=18.7, Synergy_ZIP=-8.30, Synergy_Bliss=-8.75, Synergy_Loewe=-46.3, Synergy_HSA=-5.65. (3) Drug 1: C(CC(=O)O)C(=O)CN.Cl. Drug 2: C1CC(=O)NC(=O)C1N2C(=O)C3=CC=CC=C3C2=O. Cell line: RPMI-8226. Synergy scores: CSS=36.6, Synergy_ZIP=-12.5, Synergy_Bliss=-1.46, Synergy_Loewe=0.178, Synergy_HSA=1.19. (4) Drug 1: C(=O)(N)NO. Drug 2: CS(=O)(=O)OCCCCOS(=O)(=O)C. Cell line: A549. Synergy scores: CSS=17.9, Synergy_ZIP=-2.94, Synergy_Bliss=0.461, Synergy_Loewe=-1.97, Synergy_HSA=0.967.